Task: Predict which catalyst facilitates the given reaction.. Dataset: Catalyst prediction with 721,799 reactions and 888 catalyst types from USPTO (1) Product: [CH3:24][N:22]([CH3:23])[C:13]1([C:16]2[CH:17]=[CH:18][CH:19]=[CH:20][CH:21]=2)[CH2:12][CH2:11][CH:10]([NH:9][C:8]([N:26]2[CH2:31][CH2:30][CH:29]([C:32]3[C:40]4[C:35](=[CH:36][CH:37]=[CH:38][CH:39]=4)[NH:34][CH:33]=3)[CH2:28][CH2:27]2)=[O:25])[CH2:15][CH2:14]1. The catalyst class is: 12. Reactant: C1(O[C:8](=[O:25])[NH:9][CH:10]2[CH2:15][CH2:14][C:13]([N:22]([CH3:24])[CH3:23])([C:16]3[CH:21]=[CH:20][CH:19]=[CH:18][CH:17]=3)[CH2:12][CH2:11]2)C=CC=CC=1.[NH:26]1[CH2:31][CH2:30][CH:29]([C:32]2[C:40]3[C:35](=[CH:36][CH:37]=[CH:38][CH:39]=3)[NH:34][CH:33]=2)[CH2:28][CH2:27]1. (2) Reactant: Cl[C:2]1[S:3][C:4]([C:8]([N:10]([CH3:12])[CH3:11])=[O:9])=[C:5]([Cl:7])[N:6]=1.[N:13]1[CH:18]=[CH:17][CH:16]=[C:15](B(O)O)[CH:14]=1.C(=O)([O-])[O-].[K+].[K+]. Product: [Cl:7][C:5]1[N:6]=[C:2]([C:15]2[CH:14]=[N:13][CH:18]=[CH:17][CH:16]=2)[S:3][C:4]=1[C:8]([N:10]([CH3:12])[CH3:11])=[O:9]. The catalyst class is: 109. (3) Reactant: C1(C)C=C(C)C=C(C)C=1Br.C([Li])(C)(C)C.[CH3:16][O:17][C:18]1[CH:23]=[CH:22][CH:21]=[CH:20][N:19]=1.[CH3:24][O:25][C:26]1[CH:33]=[CH:32][C:29]([CH:30]=[O:31])=[CH:28][CH:27]=1.[Cl-].[NH4+]. Product: [CH3:24][O:25][C:26]1[CH:33]=[CH:32][C:29]([CH:30]([C:23]2[C:18]([O:17][CH3:16])=[N:19][CH:20]=[CH:21][CH:22]=2)[OH:31])=[CH:28][CH:27]=1. The catalyst class is: 7. (4) Reactant: [CH3:1][C:2]1[NH:3][CH:4]=[CH:5][N:6]=1.F[C:8]1[CH:13]=[CH:12][C:11]([CH3:14])=[CH:10][N:9]=1.C(=O)([O-])[O-].[Cs+].[Cs+].O. Product: [CH3:14][C:11]1[CH:12]=[CH:13][C:8]([N:3]2[CH:4]=[CH:5][N:6]=[C:2]2[CH3:1])=[N:9][CH:10]=1. The catalyst class is: 9. (5) The catalyst class is: 617. Product: [F:1][C:2]1[CH:10]=[C:9]2[C:5](/[C:6](=[C:12]3\[O:16][CH2:15][C:14]([C:17]4[NH:18][CH:19]=[CH:20][CH:21]=4)=[CH:13]\3)/[C:7](=[O:11])[NH:8]2)=[CH:4][CH:3]=1. Reactant: [F:1][C:2]1[CH:10]=[C:9]2[C:5](/[C:6](=[C:12]3/[CH:13]=[C:14]([C:17]4[N:18](C(OC(C)(C)C)=O)[CH:19]=[CH:20][CH:21]=4)[CH2:15][O:16]/3)/[C:7](=[O:11])[NH:8]2)=[CH:4][CH:3]=1. (6) Reactant: [NH:1]1[C:9]2[C:4](=[CH:5][CH:6]=[CH:7][CH:8]=2)[C:3](/[CH:10]=[CH:11]/[C:12]2[CH:25]=[CH:24][C:15]([C:16]([N:18]3[CH2:23][CH2:22][NH:21][CH2:20][CH2:19]3)=[O:17])=[CH:14][CH:13]=2)=[N:2]1.C(OC([N:33]1[CH2:37][CH2:36][CH:35]([C:38](O)=[O:39])[CH2:34]1)=O)(C)(C)C.O.ON1C2C=CC=CC=2N=N1.[ClH:52].C(N=C=NCCCN(C)C)C.CN1CCOCC1.Cl.CO. Product: [ClH:52].[ClH:52].[NH:1]1[C:9]2[C:4](=[CH:5][CH:6]=[CH:7][CH:8]=2)[C:3](/[CH:10]=[CH:11]/[C:12]2[CH:13]=[CH:14][C:15]([C:16]([N:18]3[CH2:23][CH2:22][N:21]([C:38]([C@H:35]4[CH2:36][CH2:37][NH:33][CH2:34]4)=[O:39])[CH2:20][CH2:19]3)=[O:17])=[CH:24][CH:25]=2)=[N:2]1. The catalyst class is: 5. (7) Reactant: C([O:8][C:9]1[N:14]=[C:13]([NH:15][CH2:16][C:17]2([C:23]#[N:24])[CH2:22][CH2:21][O:20][CH2:19][CH2:18]2)[C:12]([F:25])=[CH:11][CH:10]=1)C1C=CC=CC=1.C([O-])=O.[NH4+]. Product: [F:25][C:12]1[C:13]([NH:15][CH2:16][C:17]2([C:23]#[N:24])[CH2:22][CH2:21][O:20][CH2:19][CH2:18]2)=[N:14][C:9]([OH:8])=[CH:10][CH:11]=1. The catalyst class is: 19. (8) Reactant: [CH3:1][C@H:2]1[CH2:4][O:3]1.C(N(CC)CC)C.[C:12]1([OH:18])[CH:17]=[CH:16][CH:15]=[CH:14][CH:13]=1.N1C=CN=C1.C([Si](C(C)C)(C(C)C)Cl)(C)C. Product: [O:18]([CH2:1][C@@H:2]([OH:3])[CH3:4])[C:12]1[CH:17]=[CH:16][CH:15]=[CH:14][CH:13]=1. The catalyst class is: 3. (9) Reactant: [F:1][C:2]([F:23])([F:22])[C:3]1[CH:8]=[CH:7][N:6]=[C:5]([N:9]2[CH:13]=[C:12]([C:14]([N:16]3[CH2:20][CH2:19][C@H:18]([NH2:21])[CH2:17]3)=[O:15])[N:11]=[CH:10]2)[CH:4]=1.[OH:24][C:25]1([C:32]2[CH:33]=[N:34][C:35]([C:38]3[N:43]=[CH:42][CH:41]=[CH:40][N:39]=3)=[CH:36][CH:37]=2)[CH2:30][CH2:29][C:28](=O)[CH2:27][CH2:26]1.C(O[BH-](OC(=O)C)OC(=O)C)(=O)C.[Na+].C(N(CC)CC)C. Product: [N:39]1[CH:40]=[CH:41][CH:42]=[N:43][C:38]=1[C:35]1[N:34]=[CH:33][C:32]([C:25]2([OH:24])[CH2:30][CH2:29][CH:28]([NH:21][C@H:18]3[CH2:19][CH2:20][N:16]([C:14]([C:12]4[N:11]=[CH:10][N:9]([C:5]5[CH:4]=[C:3]([C:2]([F:1])([F:22])[F:23])[CH:8]=[CH:7][N:6]=5)[CH:13]=4)=[O:15])[CH2:17]3)[CH2:27][CH2:26]2)=[CH:37][CH:36]=1. The catalyst class is: 91.